From a dataset of Forward reaction prediction with 1.9M reactions from USPTO patents (1976-2016). Predict the product of the given reaction. (1) Given the reactants [CH3:1][O:2][C:3]1[CH:4]=[C:5]2[C:10](=[CH:11][C:12]=1[O:13][CH3:14])[N:9]=[CH:8][CH:7]=[C:6]2[O:15][C:16]1[CH:17]=[C:18]2[C:23](=[CH:24][CH:25]=1)[CH:22]=[C:21]([NH:26][C:27]([C:29]1[C:30](F)=[N:31][CH:32]=[CH:33][CH:34]=1)=[O:28])[CH:20]=[CH:19]2.C([O-])([O-])=O.[K+].[K+].[CH3:42][N:43]([CH3:47])[CH2:44][CH2:45][OH:46], predict the reaction product. The product is: [CH3:1][O:2][C:3]1[CH:4]=[C:5]2[C:10](=[CH:11][C:12]=1[O:13][CH3:14])[N:9]=[CH:8][CH:7]=[C:6]2[O:15][C:16]1[CH:17]=[C:18]2[C:23](=[CH:24][CH:25]=1)[CH:22]=[C:21]([NH:26][C:27]([C:29]1[C:30]([O:46][CH2:45][CH2:44][N:43]([CH3:47])[CH3:42])=[N:31][CH:32]=[CH:33][CH:34]=1)=[O:28])[CH:20]=[CH:19]2. (2) Given the reactants [C:1]([C:5]1[CH:34]=[CH:33][C:8]([O:9][C:10]2[CH:15]=[CH:14][C:13]([C:16]3[CH:21]=[CH:20][C:19]([O:22][C:23]([F:26])([F:25])[F:24])=[CH:18][CH:17]=3)=[CH:12][C:11]=2/[CH:27]=[CH:28]\[C:29]([O:31]C)=[O:30])=[CH:7][CH:6]=1)([CH3:4])([CH3:3])[CH3:2].CO.[OH-].[Na+].Cl, predict the reaction product. The product is: [C:1]([C:5]1[CH:34]=[CH:33][C:8]([O:9][C:10]2[CH:15]=[CH:14][C:13]([C:16]3[CH:21]=[CH:20][C:19]([O:22][C:23]([F:24])([F:25])[F:26])=[CH:18][CH:17]=3)=[CH:12][C:11]=2/[CH:27]=[CH:28]\[C:29]([OH:31])=[O:30])=[CH:7][CH:6]=1)([CH3:4])([CH3:2])[CH3:3]. (3) Given the reactants [CH3:1][N:2]([S:28]([C:31]1[S:32][CH:33]=[CH:34][CH:35]=1)(=[O:30])=[O:29])[C:3]1[CH:4]=[CH:5][CH:6]=[C:7]2[C:11]=1[NH:10][C:9]([C:12]1[S:13][C:14]([CH2:17][N:18]3[CH2:23][CH2:22][N:21]([CH2:24][C:25](O)=[O:26])[CH2:20][CH2:19]3)=[CH:15][N:16]=1)=[CH:8]2.[N:36]1(O)[C:40]2C=CC=CC=2N=N1.Cl.CN(C)CCCN=C=NCC.CN.C(=O)([O-])O.[Na+], predict the reaction product. The product is: [CH3:40][NH:36][C:25](=[O:26])[CH2:24][N:21]1[CH2:20][CH2:19][N:18]([CH2:17][C:14]2[S:13][C:12]([C:9]3[NH:10][C:11]4[C:7]([CH:8]=3)=[CH:6][CH:5]=[CH:4][C:3]=4[N:2]([CH3:1])[S:28]([C:31]3[S:32][CH:33]=[CH:34][CH:35]=3)(=[O:30])=[O:29])=[N:16][CH:15]=2)[CH2:23][CH2:22]1. (4) The product is: [ClH:20].[C:1]([N:4]1[C:12]2[C:7](=[CH:8][C:9]([O:13][CH3:14])=[CH:10][CH:11]=2)[CH2:6][CH:5]1[C:15](=[NH:16])[O:19][CH2:17][CH3:18])(=[O:3])[CH3:2]. Given the reactants [C:1]([N:4]1[C:12]2[C:7](=[CH:8][C:9]([O:13][CH3:14])=[CH:10][CH:11]=2)[CH2:6][CH:5]1[C:15]#[N:16])(=[O:3])[CH3:2].[CH2:17]([OH:19])[CH3:18].[ClH:20].C(OCC)C, predict the reaction product. (5) The product is: [CH2:36]([C:40]1[N:41]([CH2:63][CH:64]([CH3:65])[CH3:66])[C:42]2[C:51]3[CH:50]=[CH:49][C:48]([C:52]4[CH:57]=[CH:56][C:55]([O:58][CH3:59])=[CH:54][C:53]=4[O:60][CH3:61])=[CH:47][C:46]=3[N:45]=[C:44]([NH2:9])[C:43]=2[N:62]=1)[CH2:37][CH2:38][CH3:39]. Given the reactants BrC1C=CC2C3N(CC(C)C)C(CCCC)=NC=3C=[N:9]C=2C=1.COC1C=C(OC)C=CC=1B(O)O.[CH2:36]([C:40]1[N:41]([CH2:63][CH:64]([CH3:66])[CH3:65])[C:42]2[C:51]3[CH:50]=[CH:49][C:48]([C:52]4[CH:57]=[CH:56][C:55]([O:58][CH3:59])=[CH:54][C:53]=4[O:60][CH3:61])=[CH:47][C:46]=3[N:45]=[CH:44][C:43]=2[N:62]=1)[CH2:37][CH2:38][CH3:39], predict the reaction product.